From a dataset of Forward reaction prediction with 1.9M reactions from USPTO patents (1976-2016). Predict the product of the given reaction. Given the reactants [C:1]([N:5]1[C:9]([C:10]2[CH:15]=[CH:14][CH:13]=[CH:12][CH:11]=2)=[CH:8][C:7]([CH2:16][CH2:17][CH:18]=O)=[N:6]1)([CH3:4])([CH3:3])[CH3:2].[CH3:20][C:21]1[C:26]([CH3:27])=[CH:25][CH:24]=[CH:23][C:22]=1[N:28]1[CH2:33][CH2:32][NH:31][CH2:30][CH2:29]1.CCN(C(C)C)C(C)C.[BH-](OC(C)=O)(OC(C)=O)OC(C)=O.[Na+], predict the reaction product. The product is: [C:1]([N:5]1[C:9]([C:10]2[CH:15]=[CH:14][CH:13]=[CH:12][CH:11]=2)=[CH:8][C:7]([CH2:16][CH2:17][CH2:18][N:31]2[CH2:32][CH2:33][N:28]([C:22]3[CH:23]=[CH:24][CH:25]=[C:26]([CH3:27])[C:21]=3[CH3:20])[CH2:29][CH2:30]2)=[N:6]1)([CH3:4])([CH3:3])[CH3:2].